Predict which catalyst facilitates the given reaction. From a dataset of Catalyst prediction with 721,799 reactions and 888 catalyst types from USPTO. (1) Reactant: [F:8][C:7]([F:10])([F:9])[C:6](O[C:6](=[O:11])[C:7]([F:10])([F:9])[F:8])=[O:11].C([O:18][C:19]([C:21]1[CH:22]=[C:23]2[C:27](=[CH:28][CH:29]=1)[N:26]([CH2:30][C:31](=[O:48])[CH2:32][O:33][C:34]1[CH:39]=[CH:38][C:37]([CH2:40][CH2:41][CH2:42][CH2:43][CH2:44][CH2:45][CH2:46][CH3:47])=[CH:36][CH:35]=1)[CH:25]=[CH:24]2)=[O:20])(C)(C)C. Product: [CH2:40]([C:37]1[CH:36]=[CH:35][C:34]([O:33][CH2:32][C:31](=[O:48])[CH2:30][N:26]2[C:27]3[C:23](=[CH:22][C:21]([C:19]([OH:20])=[O:18])=[CH:29][CH:28]=3)[C:24]([C:6](=[O:11])[C:7]([F:8])([F:9])[F:10])=[CH:25]2)=[CH:39][CH:38]=1)[CH2:41][CH2:42][CH2:43][CH2:44][CH2:45][CH2:46][CH3:47]. The catalyst class is: 2. (2) Reactant: Br[C:2]1[CH:3]=[CH:4][C:5]([O:14][CH3:15])=[C:6]([CH:8]2[O:13]CCCO2)[CH:7]=1.[CH2:16]([NH:20][CH2:21][CH2:22][CH2:23][CH3:24])[CH2:17][CH2:18][CH3:19].CC1C=CC=CC=1P(C1C=CC=CC=1C)C1C=CC=CC=1C.Cl.[OH-].[Na+]. Product: [CH2:16]([N:20]([CH2:21][CH2:22][CH2:23][CH3:24])[C:2]1[CH:3]=[CH:4][C:5]([O:14][CH3:15])=[C:6]([CH:7]=1)[CH:8]=[O:13])[CH2:17][CH2:18][CH3:19]. The catalyst class is: 101. (3) Reactant: [Br:1][C:2]1[CH:10]=[CH:9][C:5]([C:6]([OH:8])=O)=[C:4]([CH3:11])[CH:3]=1.[F:12][C:13]([F:17])([F:16])[CH2:14][NH2:15].Cl.C(N(CC)CCCN=C=NCC)C.O. Product: [Br:1][C:2]1[CH:10]=[CH:9][C:5]([C:6]([NH:15][CH2:14][C:13]([F:17])([F:16])[F:12])=[O:8])=[C:4]([CH3:11])[CH:3]=1. The catalyst class is: 9. (4) The catalyst class is: 8. Reactant: [CH3:1][O:2][C:3]1[CH:4]=[C:5]([CH:18]=[CH:19][C:20]=1[O:21][CH2:22][C:23]1[CH:24]=[N:25][C:26]([O:29][CH3:30])=[CH:27][CH:28]=1)[CH2:6][N:7]1[C:11]2=[N:12][CH:13]=[C:14]([C:16]#[N:17])[CH:15]=[C:10]2[N:9]=[CH:8]1.[NH2:31][OH:32]. Product: [OH:32][N:31]=[C:16]([C:14]1[CH:15]=[C:10]2[N:9]=[CH:8][N:7]([CH2:6][C:5]3[CH:18]=[CH:19][C:20]([O:21][CH2:22][C:23]4[CH:24]=[N:25][C:26]([O:29][CH3:30])=[CH:27][CH:28]=4)=[C:3]([O:2][CH3:1])[CH:4]=3)[C:11]2=[N:12][CH:13]=1)[NH2:17]. (5) Reactant: [NH2:1][CH2:2][CH2:3][N:4]([CH3:15])[CH2:5][CH2:6][NH:7][C:8](=[O:14])[O:9][C:10]([CH3:13])([CH3:12])[CH3:11].[C:16](O)(=[O:24])[C:17]1[C:18](=[CH:20][CH:21]=[CH:22][CH:23]=1)[OH:19].CCN=C=NCCCN(C)C. Product: [OH:19][C:18]1[CH:20]=[CH:21][CH:22]=[CH:23][C:17]=1[C:16]([NH:1][CH2:2][CH2:3][N:4]([CH3:15])[CH2:5][CH2:6][NH:7][C:8](=[O:14])[O:9][C:10]([CH3:11])([CH3:12])[CH3:13])=[O:24]. The catalyst class is: 210.